From a dataset of Reaction yield outcomes from USPTO patents with 853,638 reactions. Predict the reaction yield, written as a fraction of the theoretical maximum amount of product (1.0 means a 100% yield; for example, 0.34 means a 34% yield). (1) The reactants are [CH:1]1([CH2:4][CH:5]([C:22]2[CH:31]=[CH:30][C:25]([C:26](OC)=[O:27])=[CH:24][CH:23]=2)[O:6][C:7]2[CH:12]=[CH:11][C:10]([N:13]3[CH:17]=[C:16]([C:18]([F:21])([F:20])[F:19])[CH:15]=[N:14]3)=[CH:9][CH:8]=2)[CH2:3][CH2:2]1.O.[OH-].[Li+].Cl.F[P-](F)(F)(F)(F)F.N1(OC(N(C)C)=[N+](C)C)C2N=CC=CC=2N=N1.CN1CCOCC1.[NH2:67][CH2:68][CH2:69][C:70]([O:72][CH3:73])=[O:71]. The catalyst is CO.O. The product is [CH:1]1([CH2:4][CH:5]([C:22]2[CH:31]=[CH:30][C:25]([C:26]([NH:67][CH2:68][CH2:69][C:70]([O:72][CH3:73])=[O:71])=[O:27])=[CH:24][CH:23]=2)[O:6][C:7]2[CH:8]=[CH:9][C:10]([N:13]3[CH:17]=[C:16]([C:18]([F:20])([F:21])[F:19])[CH:15]=[N:14]3)=[CH:11][CH:12]=2)[CH2:3][CH2:2]1. The yield is 0.760. (2) The reactants are [CH3:1][S:2]([C:5]1[CH:25]=[CH:24][C:8]([O:9][C:10]2[CH:11]=[C:12]([O:19][CH2:20][CH2:21][O:22][CH3:23])[C:13]([N+:16]([O-])=O)=[N:14][CH:15]=2)=[CH:7][CH:6]=1)(=[O:4])=[O:3].O. The catalyst is C(O)(=O)C.[Zn]. The product is [CH3:1][S:2]([C:5]1[CH:25]=[CH:24][C:8]([O:9][C:10]2[CH:11]=[C:12]([O:19][CH2:20][CH2:21][O:22][CH3:23])[C:13]([NH2:16])=[N:14][CH:15]=2)=[CH:7][CH:6]=1)(=[O:4])=[O:3]. The yield is 0.960. (3) The reactants are [F:1][C:2]([F:20])([F:19])[C:3]1[CH:8]=[CH:7][C:6]([C:9]2[N:10]=[C:11]([CH2:14][CH:15]([OH:18])[CH2:16][OH:17])[O:12][CH:13]=2)=[CH:5][CH:4]=1.CCN(CC)CC.[C:28](Cl)(=[O:30])[CH3:29].O. The catalyst is C(Cl)Cl. The product is [C:28]([O:17][CH2:16][CH:15]([OH:18])[CH2:14][C:11]1[O:12][CH:13]=[C:9]([C:6]2[CH:7]=[CH:8][C:3]([C:2]([F:1])([F:19])[F:20])=[CH:4][CH:5]=2)[N:10]=1)(=[O:30])[CH3:29]. The yield is 0.440. (4) The reactants are CN(C(ON1N=NC2C=CC=NC1=2)=[N+](C)C)C.F[P-](F)(F)(F)(F)F.CCN(C(C)C)C(C)C.[OH:34][C@H:35]([C:55]1[CH:60]=[CH:59][C:58]([O:61][CH3:62])=[CH:57][CH:56]=1)[C@H:36]([NH:40][C:41](=[O:54])[C@@H:42]([NH:44][C:45](=[O:53])[CH2:46][N:47]1[CH2:52][CH2:51][O:50][CH2:49][CH2:48]1)[CH3:43])[C:37](O)=[O:38].[NH2:63][C@@H:64]([CH2:71][CH:72]1[CH2:76][CH2:75][CH2:74][CH2:73]1)[C:65]([C@@:67]1([CH3:70])[CH2:69][O:68]1)=[O:66]. The catalyst is CN(C=O)C. The product is [CH:72]1([CH2:71][C@H:64]([NH:63][C:37](=[O:38])[C@@H:36]([NH:40][C:41](=[O:54])[C@@H:42]([NH:44][C:45](=[O:53])[CH2:46][N:47]2[CH2:52][CH2:51][O:50][CH2:49][CH2:48]2)[CH3:43])[C@H:35]([OH:34])[C:55]2[CH:60]=[CH:59][C:58]([O:61][CH3:62])=[CH:57][CH:56]=2)[C:65]([C@@:67]2([CH3:70])[CH2:69][O:68]2)=[O:66])[CH2:73][CH2:74][CH2:75][CH2:76]1. The yield is 0.610. (5) The reactants are Cl[C:2]1[CH:7]=[CH:6][C:5]([N+:8]([O-:10])=[O:9])=[CH:4][C:3]=1[O:11][CH3:12].[CH3:13][C:14]1[N:15]=[CH:16][NH:17][CH:18]=1.[OH-].[K+]. The catalyst is CS(C)=O. The product is [CH3:12][O:11][C:3]1[CH:4]=[C:5]([N+:8]([O-:10])=[O:9])[CH:6]=[CH:7][C:2]=1[N:17]1[CH:18]=[C:14]([CH3:13])[N:15]=[CH:16]1. The yield is 0.450.